This data is from Full USPTO retrosynthesis dataset with 1.9M reactions from patents (1976-2016). The task is: Predict the reactants needed to synthesize the given product. The reactants are: [F:1][C:2]1[CH:3]=[C:4]([N:8]2[CH2:12][C@H:11]([CH2:13]OS(C)(=O)=O)[O:10][C:9]2=[O:19])[CH:5]=[CH:6][CH:7]=1.[C:20]1(=[O:30])[NH:24][C:23](=[O:25])[C:22]2=[CH:26][CH:27]=[CH:28][CH:29]=[C:21]12.[K]. Given the product [F:1][C:2]1[CH:3]=[C:4]([N:8]2[CH2:12][C@@H:11]([CH2:13][N:24]3[C:20](=[O:30])[C:21]4[C:22](=[CH:26][CH:27]=[CH:28][CH:29]=4)[C:23]3=[O:25])[O:10][C:9]2=[O:19])[CH:5]=[CH:6][CH:7]=1, predict the reactants needed to synthesize it.